Dataset: Full USPTO retrosynthesis dataset with 1.9M reactions from patents (1976-2016). Task: Predict the reactants needed to synthesize the given product. (1) Given the product [Cl:1][C:2]1[N:3]=[C:4]([Cl:20])[C:5]2[C:10]([C:23]3[CH:24]=[CH:25][CH:26]=[CH:27][N:22]=3)=[CH:9][N:8]([CH2:12][O:13][CH2:14][CH2:15][Si:16]([CH3:19])([CH3:18])[CH3:17])[C:6]=2[N:7]=1, predict the reactants needed to synthesize it. The reactants are: [Cl:1][C:2]1[N:3]=[C:4]([Cl:20])[C:5]2[C:10](I)=[CH:9][N:8]([CH2:12][O:13][CH2:14][CH2:15][Si:16]([CH3:19])([CH3:18])[CH3:17])[C:6]=2[N:7]=1.[Br-].[N:22]1[CH:27]=[CH:26][CH:25]=[CH:24][C:23]=1[Zn+].CCOC(C)=O. (2) The reactants are: [N+:1]([C:4]1[CH:12]=[CH:11][C:7]([C:8]([OH:10])=[O:9])=[C:6]([C:13]2[CH:18]=[CH:17][CH:16]=[CH:15][CH:14]=2)[CH:5]=1)([O-])=O.O.O.[Sn](Cl)[Cl:22].O.C([O-])(O)=O.[Na+]. Given the product [ClH:22].[NH2:1][C:4]1[CH:12]=[CH:11][C:7]([C:8]([OH:10])=[O:9])=[C:6]([C:13]2[CH:14]=[CH:15][CH:16]=[CH:17][CH:18]=2)[CH:5]=1, predict the reactants needed to synthesize it. (3) Given the product [C:18](=[O:19])([O:20][CH2:21][CH3:22])[O:9][C:3]1[CH:4]=[CH:5][C:6]([F:8])=[CH:7][C:2]=1[F:1], predict the reactants needed to synthesize it. The reactants are: [F:1][C:2]1[CH:7]=[C:6]([F:8])[CH:5]=[CH:4][C:3]=1[OH:9].C(N(CC)CC)C.Cl[C:18]([O:20][CH2:21][CH3:22])=[O:19].C([O-])(O)=O.[Na+]. (4) Given the product [NH3:5].[CH3:1][O:2][C:3]1[C:4]2[N:5]([C:9]([C:30]3[CH:35]=[CH:34][CH:33]=[CH:32][CH:31]=3)=[C:10]([C:12]3[CH:13]=[CH:14][C:15]([C:18]4([NH2:22])[CH2:19][CH2:20][CH2:21]4)=[CH:16][CH:17]=3)[N:11]=2)[N:6]=[CH:7][CH:8]=1, predict the reactants needed to synthesize it. The reactants are: [CH3:1][O:2][C:3]1[C:4]2[N:5]([C:9]([C:30]3[CH:35]=[CH:34][CH:33]=[CH:32][CH:31]=3)=[C:10]([C:12]3[CH:17]=[CH:16][C:15]([C:18]4([NH:22]C(=O)OC(C)(C)C)[CH2:21][CH2:20][CH2:19]4)=[CH:14][CH:13]=3)[N:11]=2)[N:6]=[CH:7][CH:8]=1.Cl.[OH-].[Na+].O. (5) Given the product [ClH:48].[C:1]([N:4]1[C@@H:10]([CH3:11])[C@H:9]([NH:12][C:13](=[O:25])[C@@H:14]([NH:16][CH3:17])[CH3:15])[C:8](=[O:26])[N:7]([CH2:27][C:28]2[CH:29]=[C:30]([C:36]3[CH:41]=[CH:40][CH:39]=[CH:38][CH:37]=3)[CH:31]=[CH:32][C:33]=2[O:34][CH3:35])[C:6]2[CH:42]=[CH:43][C:44]([C:46]#[N:47])=[CH:45][C:5]1=2)(=[O:3])[CH3:2], predict the reactants needed to synthesize it. The reactants are: [C:1]([N:4]1[C@@H:10]([CH3:11])[C@H:9]([NH:12][C:13](=[O:25])[C@@H:14]([N:16](C)[C:17](=O)OC(C)(C)C)[CH3:15])[C:8](=[O:26])[N:7]([CH2:27][C:28]2[CH:29]=[C:30]([C:36]3[CH:41]=[CH:40][CH:39]=[CH:38][CH:37]=3)[CH:31]=[CH:32][C:33]=2[O:34][CH3:35])[C:6]2[CH:42]=[CH:43][C:44]([C:46]#[N:47])=[CH:45][C:5]1=2)(=[O:3])[CH3:2].[ClH:48]. (6) The reactants are: CC(C)([O-])C.[Na+].[C:20]1(P([C:20]2[CH:25]=[CH:24][CH:23]=[CH:22][CH:21]=2)[C:20]2[CH:25]=[CH:24][CH:23]=[CH:22][CH:21]=2)[CH:25]=[CH:24][CH:23]=[CH:22][CH:21]=1.ClC1C(Cl)=CC=CN=1.NC1C=CC=CC=1.C1(P(C2CCCCC2)C2CCCCC2)CCCCC1.[CH2:60]1[CH2:70][CH2:69][N:68]2[C:63](=[N:64]CCC2)[CH2:62]C1. Given the product [N:68]1[C:63]2[NH:64][C:20]3[C:21]([C:62]=2[CH:60]=[CH:70][CH:69]=1)=[CH:22][CH:23]=[CH:24][CH:25]=3, predict the reactants needed to synthesize it. (7) Given the product [CH3:1][C:2]1([CH3:10])[CH2:7][CH2:6][CH:5]([CH:8]=[N:12][OH:13])[CH2:4][CH2:3]1, predict the reactants needed to synthesize it. The reactants are: [CH3:1][C:2]1([CH3:10])[CH2:7][CH2:6][CH:5]([CH:8]=O)[CH2:4][CH2:3]1.Cl.[NH2:12][OH:13]. (8) Given the product [O:13]1[C:17]2[CH:18]=[CH:19][CH:20]=[C:21]([CH2:22][C:23]([NH2:3])=[O:25])[C:16]=2[CH:15]=[CH:14]1, predict the reactants needed to synthesize it. The reactants are: C(N1C=CN=C1)([N:3]1C=CN=C1)=O.[O:13]1[C:17]2[CH:18]=[CH:19][CH:20]=[C:21]([CH2:22][C:23]([OH:25])=O)[C:16]=2[CH:15]=[CH:14]1.N. (9) Given the product [OH:2][CH:1]1[C:3]2[C:4](=[CH:5][CH:6]=[CH:7][C:8]=2[N+:9]([O-:11])=[O:10])[N:12]=[CH:13][N:20]1[CH2:15][CH2:16][CH2:17][CH2:18][CH3:19], predict the reactants needed to synthesize it. The reactants are: [CH:1]([C:3]1[C:8]([N+:9]([O-:11])=[O:10])=[CH:7][CH:6]=[CH:5][C:4]=1[NH:12][CH:13]=O)=[O:2].[CH2:15]([NH2:20])[CH2:16][CH2:17][CH2:18][CH3:19]. (10) Given the product [F:1][C:2]([F:26])([F:27])[C:3]1[CH:4]=[C:5]([NH:9][C:10](=[O:25])[C:11](=[CH:37][C:35]2[C:34]([Cl:39])=[CH:33][C:31]3[O:32][CH2:28][O:29][C:30]=3[CH:36]=2)[C:12]([NH:14][C:15]2[CH:20]=[CH:19][CH:18]=[C:17]([C:21]([F:24])([F:23])[F:22])[CH:16]=2)=[O:13])[CH:6]=[CH:7][CH:8]=1, predict the reactants needed to synthesize it. The reactants are: [F:1][C:2]([F:27])([F:26])[C:3]1[CH:4]=[C:5]([NH:9][C:10](=[O:25])[CH2:11][C:12]([NH:14][C:15]2[CH:20]=[CH:19][CH:18]=[C:17]([C:21]([F:24])([F:23])[F:22])[CH:16]=2)=[O:13])[CH:6]=[CH:7][CH:8]=1.[CH2:28]1[O:32][C:31]2[CH:33]=[C:34]([Cl:39])[C:35]([CH:37]=O)=[CH:36][C:30]=2[O:29]1.